This data is from Forward reaction prediction with 1.9M reactions from USPTO patents (1976-2016). The task is: Predict the product of the given reaction. (1) Given the reactants FC(F)(F)S(O[C:7]1[CH:16]=[CH:15][CH:14]=[C:13]2[C:8]=1[CH:9]=[CH:10][C:11]([CH3:17])=[N:12]2)(=O)=O.[CH3:20][C@@H:21]1[CH2:26][NH:25][CH2:24][CH2:23][NH:22]1.C(=O)([O-])[O-].[Cs+].[Cs+].C1(P(C2C=CC=CC=2)C2C=CC3C(=CC=CC=3)C=2C2C3C(=CC=CC=3)C=CC=2P(C2C=CC=CC=2)C2C=CC=CC=2)C=CC=CC=1, predict the reaction product. The product is: [CH3:17][C:11]1[CH:10]=[CH:9][C:8]2[C:13](=[CH:14][CH:15]=[CH:16][C:7]=2[N:25]2[CH2:24][CH2:23][NH:22][C@H:21]([CH3:20])[CH2:26]2)[N:12]=1. (2) Given the reactants [CH2:1]([O:3][C:4](=[O:24])[CH2:5][C:6]1[CH:11]=[CH:10][C:9]([O:12][CH3:13])=[C:8]([O:14][C:15]2[CH:20]=[CH:19][C:18]([Cl:21])=[CH:17][C:16]=2[CH2:22]Br)[CH:7]=1)[CH3:2].[CH3:25][CH:26]1[CH:30]([C:31]2[CH:36]=[CH:35][CH:34]=[CH:33][CH:32]=2)[O:29][C:28](=[O:37])[NH:27]1, predict the reaction product. The product is: [CH2:1]([O:3][C:4](=[O:24])[CH2:5][C:6]1[CH:11]=[CH:10][C:9]([O:12][CH3:13])=[C:8]([O:14][C:15]2[CH:20]=[CH:19][C:18]([Cl:21])=[CH:17][C:16]=2[CH2:22][N:27]2[C@@H:26]([CH3:25])[C@@H:30]([C:31]3[CH:36]=[CH:35][CH:34]=[CH:33][CH:32]=3)[O:29][C:28]2=[O:37])[CH:7]=1)[CH3:2]. (3) Given the reactants C(=O)([O-])[O-].[Cs+].[Cs+].[F:7][C:8]1[CH:13]=[CH:12][C:11]([SH:14])=[CH:10][CH:9]=1.I[C:16]1[CH:17]=[C:18]([CH:22]=[CH:23][CH:24]=1)[C:19]([OH:21])=[O:20], predict the reaction product. The product is: [F:7][C:8]1[CH:13]=[CH:12][C:11]([S:14][C:16]2[CH:17]=[C:18]([CH:22]=[CH:23][CH:24]=2)[C:19]([OH:21])=[O:20])=[CH:10][CH:9]=1. (4) Given the reactants C(O)(=O)C(O)=O.[CH2:7]([O:9][C:10]([C:12]1([CH:15]2NC(C)(C)CC(C)[O:16]2)[CH2:14][CH2:13]1)=[O:11])[CH3:8], predict the reaction product. The product is: [CH2:7]([O:9][C:10]([C:12]1([CH:15]=[O:16])[CH2:14][CH2:13]1)=[O:11])[CH3:8]. (5) Given the reactants [F:1][C:2]1[CH:7]=[CH:6][C:5]([C:8]2[CH:13]=[CH:12][C:11]([O:14][CH2:15][CH:16]3[CH2:20][CH2:19][N:18](C(OC(C)(C)C)=O)[CH2:17]3)=[CH:10][CH:9]=2)=[CH:4][CH:3]=1.FC(F)(F)C(O)=O, predict the reaction product. The product is: [F:1][C:2]1[CH:7]=[CH:6][C:5]([C:8]2[CH:13]=[CH:12][C:11]([O:14][CH2:15][CH:16]3[CH2:20][CH2:19][NH:18][CH2:17]3)=[CH:10][CH:9]=2)=[CH:4][CH:3]=1. (6) Given the reactants [CH:1](=O)[C:2]1[CH:9]=[CH:8][C:5]([CH:6]=[O:7])=[CH:4][CH:3]=1.[O:11]([C:18]1[CH:23]=[CH:22][C:21]([OH:24])=[CH:20][CH:19]=1)[C:12]1[CH:17]=[CH:16][CH:15]=[CH:14][CH:13]=1.[OH2:25].[C:26]1(C)[CH:31]=[CH:30][C:29](S(O)(=O)=O)=[CH:28][CH:27]=1, predict the reaction product. The product is: [OH:24][C:21]1[CH:20]=[CH:19][C:18]([O:11][C:12]2[CH:17]=[CH:16][CH:15]=[CH:14][CH:13]=2)=[CH:23][C:22]=1[C:4]1[C:3]([C:13]2[CH:14]=[C:15]([O:25][C:26]3[CH:27]=[CH:28][CH:29]=[CH:30][CH:31]=3)[CH:16]=[CH:17][C:12]=2[OH:11])=[C:2]([CH3:1])[CH:9]=[CH:8][C:5]=1[CH:6]=[O:7]. (7) The product is: [CH2:36]([O:35][C:33](=[O:34])[CH2:32][N:23]1[CH2:22][CH2:21][C:20]2[C:25](=[CH:26][CH:27]=[CH:28][C:19]=2[C:16]2[N:15]=[C:14]([C:10]3[CH:9]=[C:8]4[C:13](=[CH:12][CH:11]=3)[N:5]([CH:2]([CH3:4])[CH3:3])[CH:6]=[C:7]4[C:29]#[N:30])[O:18][N:17]=2)[CH2:24]1)[CH3:37]. Given the reactants Cl.[CH:2]([N:5]1[C:13]2[C:8](=[CH:9][C:10]([C:14]3[O:18][N:17]=[C:16]([C:19]4[CH:28]=[CH:27][CH:26]=[C:25]5[C:20]=4[CH2:21][CH2:22][NH:23][CH2:24]5)[N:15]=3)=[CH:11][CH:12]=2)[C:7]([C:29]#[N:30])=[CH:6]1)([CH3:4])[CH3:3].Br[CH2:32][C:33]([O:35][CH2:36][CH3:37])=[O:34], predict the reaction product. (8) Given the reactants [CH3:1][C@@:2]1([CH2:13][O:14][C:15]2[CH:20]=[CH:19][C:18]([N:21]3[CH2:26][CH2:25][CH:24]([N:27]([CH3:35])[C:28](OC(C)(C)C)=O)[CH2:23][CH2:22]3)=[CH:17][CH:16]=2)[O:6][C:5]2=[N:7][C:8]([N+:10]([O-:12])=[O:11])=[CH:9][N:4]2[CH2:3]1.[F:36][C:37]([F:42])([F:41])[C:38](O)=O, predict the reaction product. The product is: [CH3:1][C@@:2]1([CH2:13][O:14][C:15]2[CH:20]=[CH:19][C:18]([N:21]3[CH2:22][CH2:23][CH:24]([N:27]([CH3:35])[CH2:28][C:19]4[CH:20]=[CH:15][CH:16]=[CH:17][C:38]=4[C:37]([F:42])([F:41])[F:36])[CH2:25][CH2:26]3)=[CH:17][CH:16]=2)[O:6][C:5]2=[N:7][C:8]([N+:10]([O-:12])=[O:11])=[CH:9][N:4]2[CH2:3]1.